From a dataset of Full USPTO retrosynthesis dataset with 1.9M reactions from patents (1976-2016). Predict the reactants needed to synthesize the given product. Given the product [Cl:1][C:2]1[CH:3]=[C:4]([C@@H:8]([OH:27])[CH2:9][N:10]([CH2:11][CH2:12][C:13]2[CH:14]=[CH:15][C:16]([CH2:17][C:18]3[CH:19]=[CH:20][C:21]([OH:24])=[CH:22][CH:23]=3)=[CH:25][CH:26]=2)[C:28](=[O:29])[O:30][C:31]([CH3:34])([CH3:33])[CH3:32])[CH:5]=[CH:6][CH:7]=1, predict the reactants needed to synthesize it. The reactants are: [Cl:1][C:2]1[CH:3]=[C:4]([C@@H:8]([OH:27])[CH2:9][NH:10][CH2:11][CH2:12][C:13]2[CH:26]=[CH:25][C:16]([CH2:17][C:18]3[CH:23]=[CH:22][C:21]([OH:24])=[CH:20][CH:19]=3)=[CH:15][CH:14]=2)[CH:5]=[CH:6][CH:7]=1.[C:28](O[C:28]([O:30][C:31]([CH3:34])([CH3:33])[CH3:32])=[O:29])([O:30][C:31]([CH3:34])([CH3:33])[CH3:32])=[O:29].